Dataset: Reaction yield outcomes from USPTO patents with 853,638 reactions. Task: Predict the reaction yield, written as a fraction of the theoretical maximum amount of product (1.0 means a 100% yield; for example, 0.34 means a 34% yield). (1) The reactants are [Cl:1][S:2]([C:5]1[CH:10]=[CH:9][C:8]([N:11]=[C:12]=[O:13])=[CH:7][CH:6]=1)(=[O:4])=[O:3].[CH3:14][O:15][C:16]1[CH:25]=[CH:24][C:23]([N:26]2[CH2:31][CH2:30][N:29]([CH3:32])[CH2:28][CH2:27]2)=[C:22]2[C:17]=1[CH2:18][CH2:19][NH:20][CH2:21]2. The catalyst is C1(C)C=CC=CC=1.ClCCl.CCOCC. The product is [CH3:14][O:15][C:16]1[CH:25]=[CH:24][C:23]([N:26]2[CH2:27][CH2:28][N:29]([CH3:32])[CH2:30][CH2:31]2)=[C:22]2[C:17]=1[CH2:18][CH2:19][N:20]([C:12]([NH:11][C:8]1[CH:7]=[CH:6][C:5]([S:2]([Cl:1])(=[O:4])=[O:3])=[CH:10][CH:9]=1)=[O:13])[CH2:21]2. The yield is 0.740. (2) The reactants are [F:1][C:2]1[CH:3]=[C:4]([C@H:8]2[CH2:12][CH2:11][CH2:10][N:9]2[C:13]2[CH:18]=[CH:17][N:16]3[N:19]=[CH:20][C:21]([C:22]([O:24]CC)=[O:23])=[C:15]3[N:14]=2)[CH:5]=[CH:6][CH:7]=1.[Li+].[OH-]. The catalyst is CCO. The product is [F:1][C:2]1[CH:3]=[C:4]([C@H:8]2[CH2:12][CH2:11][CH2:10][N:9]2[C:13]2[CH:18]=[CH:17][N:16]3[N:19]=[CH:20][C:21]([C:22]([OH:24])=[O:23])=[C:15]3[N:14]=2)[CH:5]=[CH:6][CH:7]=1. The yield is 0.857. (3) The reactants are Cl.Cl.[NH:3]1[CH2:8][CH2:7][CH:6]([O:9][C:10]2[N:15]=[CH:14][CH:13]=[CH:12][N:11]=2)[CH2:5][CH2:4]1.C(N(C(C)C)CC)(C)C.[Cl:25][C:26]1[CH:27]=[C:28]([CH2:33][N:34]=[C:35]=[O:36])[CH:29]=[CH:30][C:31]=1[Cl:32]. No catalyst specified. The product is [Cl:25][C:26]1[CH:27]=[C:28]([CH:29]=[CH:30][C:31]=1[Cl:32])[CH2:33][NH:34][C:35]([N:3]1[CH2:4][CH2:5][CH:6]([O:9][C:10]2[N:11]=[CH:12][CH:13]=[CH:14][N:15]=2)[CH2:7][CH2:8]1)=[O:36]. The yield is 0.470. (4) The reactants are [N:1]1([C:7]2[CH:12]=[CH:11][C:10]([S:13]([NH:16][C:17]3[S:21][N:20]=[CH:19][N:18]=3)(=[O:15])=[O:14])=[CH:9][CH:8]=2)[CH2:6]CNC[CH2:2]1.CN(C(ON1N=N[C:32]2[CH:33]=CC=N[C:31]1=2)=[N+](C)C)C.[F:39][P-](F)(F)(F)(F)F.[CH:46]([N:49]([CH2:53][CH3:54])[CH:50]([CH3:52])[CH3:51])([CH3:48])C.[CH3:55][N:56]([CH:58]=[O:59])[CH3:57]. The catalyst is C(Cl)Cl. The product is [F:39][C:33]1[CH:32]=[CH:31][CH:51]=[C:50]2[C:52]=1[CH:48]=[CH:46][N:49]2[C@H:53]([CH3:54])[C:58]([N:56]1[CH2:57][CH2:2][N:1]([C:7]2[CH:8]=[CH:9][C:10]([S:13]([NH:16][C:17]3[S:21][N:20]=[CH:19][N:18]=3)(=[O:14])=[O:15])=[CH:11][CH:12]=2)[CH2:6][CH2:55]1)=[O:59]. The yield is 0.630. (5) The reactants are I[CH:2]([CH3:4])[CH3:3].[Cl:5][C:6]1[CH:7]=[CH:8][C:9]([OH:15])=[C:10]([C:12](=[O:14])[CH3:13])[CH:11]=1.C(=O)([O-])[O-].[K+].[K+]. The catalyst is CN(C=O)C. The product is [Cl:5][C:6]1[CH:7]=[CH:8][C:9]([O:15][CH:2]([CH3:4])[CH3:3])=[C:10]([C:12](=[O:14])[CH3:13])[CH:11]=1. The yield is 0.930. (6) The product is [Br:23][CH2:12][C:5]1[C:4]([N+:13]([O-:15])=[O:14])=[CH:3][C:2]([Cl:1])=[CH:11][C:6]=1[C:7]([O:9][CH3:10])=[O:8]. The catalyst is C(Cl)(Cl)(Cl)Cl. The reactants are [Cl:1][C:2]1[CH:3]=[C:4]([N+:13]([O-:15])=[O:14])[C:5]([CH3:12])=[C:6]([CH:11]=1)[C:7]([O:9][CH3:10])=[O:8].C1C(=O)N([Br:23])C(=O)C1.O. The yield is 0.870.